Dataset: NCI-60 drug combinations with 297,098 pairs across 59 cell lines. Task: Regression. Given two drug SMILES strings and cell line genomic features, predict the synergy score measuring deviation from expected non-interaction effect. (1) Drug 1: CC(CN1CC(=O)NC(=O)C1)N2CC(=O)NC(=O)C2. Drug 2: CC(C)NC(=O)C1=CC=C(C=C1)CNNC.Cl. Cell line: SK-MEL-5. Synergy scores: CSS=4.78, Synergy_ZIP=0.173, Synergy_Bliss=7.20, Synergy_Loewe=1.14, Synergy_HSA=4.11. (2) Drug 1: CN1CCC(CC1)COC2=C(C=C3C(=C2)N=CN=C3NC4=C(C=C(C=C4)Br)F)OC. Drug 2: CCCS(=O)(=O)NC1=C(C(=C(C=C1)F)C(=O)C2=CNC3=C2C=C(C=N3)C4=CC=C(C=C4)Cl)F. Cell line: BT-549. Synergy scores: CSS=0.612, Synergy_ZIP=7.81, Synergy_Bliss=6.68, Synergy_Loewe=2.44, Synergy_HSA=3.45. (3) Drug 1: CC1CCC2CC(C(=CC=CC=CC(CC(C(=O)C(C(C(=CC(C(=O)CC(OC(=O)C3CCCCN3C(=O)C(=O)C1(O2)O)C(C)CC4CCC(C(C4)OC)OCCO)C)C)O)OC)C)C)C)OC. Drug 2: C1=NC2=C(N1)C(=S)N=CN2. Cell line: MDA-MB-435. Synergy scores: CSS=13.6, Synergy_ZIP=1.04, Synergy_Bliss=-0.379, Synergy_Loewe=-9.70, Synergy_HSA=-2.00. (4) Drug 1: CN1CCC(CC1)COC2=C(C=C3C(=C2)N=CN=C3NC4=C(C=C(C=C4)Br)F)OC. Cell line: HT29. Synergy scores: CSS=9.56, Synergy_ZIP=-3.39, Synergy_Bliss=-0.934, Synergy_Loewe=-4.76, Synergy_HSA=-2.72. Drug 2: C1=CC=C(C=C1)NC(=O)CCCCCCC(=O)NO.